From a dataset of Forward reaction prediction with 1.9M reactions from USPTO patents (1976-2016). Predict the product of the given reaction. (1) Given the reactants [OH:1][C:2]1[CH:3]=[C:4]([C:8]2[CH:13]=[CH:12][N:11]=[CH:10][CH:9]=2)[CH:5]=[CH:6][CH:7]=1.N1C=CC=CC=1.[S:20]([O:27]S(C(F)(F)F)(=O)=O)([C:23]([F:26])([F:25])[F:24])(=[O:22])=[O:21], predict the reaction product. The product is: [F:24][C:23]([F:26])([F:25])[S:20]([OH:27])(=[O:22])=[O:21].[OH:1][C:2]1[CH:3]=[C:4]([C:8]2[CH:13]=[CH:12][N:11]=[CH:10][CH:9]=2)[CH:5]=[CH:6][CH:7]=1. (2) Given the reactants [CH3:1][O:2][C:3]1[C:13]([N+:14]([O-])=O)=[CH:12][CH:11]=[CH:10][C:4]=1[C:5]([O:7][CH2:8][CH3:9])=[O:6].O, predict the reaction product. The product is: [NH2:14][C:13]1[C:3]([O:2][CH3:1])=[C:4]([CH:10]=[CH:11][CH:12]=1)[C:5]([O:7][CH2:8][CH3:9])=[O:6]. (3) Given the reactants C(OC([N:8]1[CH2:12][C@@H:11]([CH2:13][N:14]([CH:31]([CH3:33])[CH3:32])[C:15](=[O:30])[C:16]2[CH:21]=[CH:20][C:19]([O:22][CH3:23])=[C:18]([O:24][CH2:25][CH2:26][CH2:27][O:28][CH3:29])[CH:17]=2)[C@H:10]([OH:34])[CH2:9]1)=O)(C)(C)C.[N:35]1([C:41]2[CH:48]=[CH:47][CH:46]=[CH:45][C:42]=2[CH2:43][NH2:44])[CH2:40][CH2:39][O:38][CH2:37][CH2:36]1.BrC1C=CC=CC=1C#N.N1CC[O:61][CH2:60]C1, predict the reaction product. The product is: [CH:31]([N:14]([CH2:13][C@@H:11]1[CH2:12][NH:8][CH2:9][C@H:10]1[O:34][C:60](=[O:61])[NH:44][CH2:43][C:42]1[CH:45]=[CH:46][CH:47]=[CH:48][C:41]=1[N:35]1[CH2:40][CH2:39][O:38][CH2:37][CH2:36]1)[C:15](=[O:30])[C:16]1[CH:21]=[CH:20][C:19]([O:22][CH3:23])=[C:18]([O:24][CH2:25][CH2:26][CH2:27][O:28][CH3:29])[CH:17]=1)([CH3:33])[CH3:32].[N:35]1([C:41]2[CH:48]=[CH:47][CH:46]=[CH:45][C:42]=2[CH2:43][NH2:44])[CH2:40][CH2:39][O:38][CH2:37][CH2:36]1. (4) Given the reactants [CH3:1][O:2][C:3]1[CH:8]=[CH:7][CH:6]=[C:5](/[CH:9]=[CH:10]/[C:11]2[CH:16]=[CH:15][CH:14]=[CH:13][CH:12]=2)[C:4]=1[N+:17]([O-])=O.[H][H], predict the reaction product. The product is: [CH3:1][O:2][C:3]1[CH:8]=[CH:7][CH:6]=[C:5]([CH2:9][CH2:10][C:11]2[CH:16]=[CH:15][CH:14]=[CH:13][CH:12]=2)[C:4]=1[NH2:17]. (5) Given the reactants [Cl-].[NH4+:2].C[Al](C)C.[OH:7][C:8]1[CH:13]=[CH:12][C:11]([C:14]2[S:18][C:17]([C:19]([O:21]CC)=O)=[CH:16][CH:15]=2)=[CH:10][CH:9]=1.C1(C)C=CC(S(O[CH2:34][CH2:35][Cl:36])(=O)=O)=CC=1.C(=O)([O-])[O-].[K+].[K+], predict the reaction product. The product is: [Cl:36][CH2:35][CH2:34][O:7][C:8]1[CH:9]=[CH:10][C:11]([C:14]2[S:18][C:17]([C:19]([NH2:2])=[O:21])=[CH:16][CH:15]=2)=[CH:12][CH:13]=1. (6) The product is: [CH:1]([C:4]1[CH:12]=[CH:11][C:10]2[N:9]([CH2:28][CH2:27][C:24]3[CH:23]=[N:22][C:21]([CH3:20])=[CH:26][CH:25]=3)[C:8]3[CH2:13][CH2:14][N:15]([CH3:17])[CH2:16][C:7]=3[C:6]=2[CH:5]=1)([CH3:3])[CH3:2]. Given the reactants [CH:1]([C:4]1[CH:12]=[CH:11][C:10]2[NH:9][C:8]3[CH2:13][CH2:14][N:15]([CH3:17])[CH2:16][C:7]=3[C:6]=2[CH:5]=1)([CH3:3])[CH3:2].[OH-].[K+].[CH3:20][C:21]1[CH:26]=[CH:25][C:24]([CH:27]=[CH2:28])=[CH:23][N:22]=1, predict the reaction product. (7) Given the reactants [O:1]=[C:2]1[C:7]([CH2:8][C:9]2[CH:14]=[CH:13][C:12]([C:15]3[C:16]([C:21]#[N:22])=[CH:17][CH:18]=[CH:19][CH:20]=3)=[CH:11][CH:10]=2)=[C:6]([CH2:23][CH2:24][CH3:25])[N:5]2[N:26]=[CH:27][N:28]=[C:4]2[N:3]1[CH:29]1[CH2:34][CH2:33][CH:32]([O:35][CH2:36][CH:37]=[CH2:38])[CH2:31][CH2:30]1.ClC1C=CC=C(C(OO)=[O:47])C=1.C(=O)([O-])O.[Na+].S([O-])([O-])(=O)=S.[Na+].[Na+], predict the reaction product. The product is: [O:47]1[CH2:38][CH:37]1[CH2:36][O:35][C@H:32]1[CH2:31][CH2:30][C@H:29]([N:3]2[C:2](=[O:1])[C:7]([CH2:8][C:9]3[CH:10]=[CH:11][C:12]([C:15]4[C:16]([C:21]#[N:22])=[CH:17][CH:18]=[CH:19][CH:20]=4)=[CH:13][CH:14]=3)=[C:6]([CH2:23][CH2:24][CH3:25])[N:5]3[N:26]=[CH:27][N:28]=[C:4]23)[CH2:34][CH2:33]1. (8) Given the reactants [C:1]([C:5]1[N:6](/[CH:24]=[CH:25]/[C:26](OC)=[O:27])[C:7]([C:17]2[CH:22]=[CH:21][C:20]([F:23])=[CH:19][CH:18]=2)=[C:8]([C:10]2[CH:15]=[CH:14][N+:13]([O-])=[CH:12][CH:11]=2)[N:9]=1)([CH3:4])([CH3:3])[CH3:2].[C:30]([C:34]1[N:35](/[CH:53]=[CH:54]/[C:55]([O:57]C)=O)[CH2:36][C:37](C2C=CC=[N+]([O-])C=2)([C:39]2[CH:44]=[CH:43][C:42]([F:45])=[CH:41][CH:40]=2)[N:38]=1)([CH3:33])([CH3:32])[CH3:31], predict the reaction product. The product is: [C:1]([C:5]1[N:6](/[CH:24]=[CH:25]/[CH2:26][OH:27])[C:7]([C:17]2[CH:22]=[CH:21][C:20]([F:23])=[CH:19][CH:18]=2)=[C:8]([C:10]2[CH:15]=[CH:14][N:13]=[CH:12][CH:11]=2)[N:9]=1)([CH3:4])([CH3:2])[CH3:3].[C:30]([C:34]1[N:35](/[CH:53]=[CH:54]/[CH2:55][OH:57])[C:36]([C:10]2[CH:15]=[CH:14][N:13]=[CH:12][CH:11]=2)=[C:37]([C:39]2[CH:40]=[CH:41][C:42]([F:45])=[CH:43][CH:44]=2)[N:38]=1)([CH3:33])([CH3:31])[CH3:32]. (9) Given the reactants Br[CH2:2][CH2:3][CH2:4][CH2:5][CH2:6][CH2:7][O:8][CH2:9][C:10]([C:13]1[CH:18]=[CH:17][CH:16]=[CH:15][CH:14]=1)([F:12])[F:11].[C:19]1(=[O:29])[NH:23][C:22](=[O:24])[C:21]2=[CH:25][CH:26]=[CH:27][CH:28]=[C:20]12.[K], predict the reaction product. The product is: [F:11][C:10]([F:12])([C:13]1[CH:18]=[CH:17][CH:16]=[CH:15][CH:14]=1)[CH2:9][O:8][CH2:7][CH2:6][CH2:5][CH2:4][CH2:3][CH2:2][N:23]1[C:19](=[O:29])[C:20]2[C:21](=[CH:25][CH:26]=[CH:27][CH:28]=2)[C:22]1=[O:24].